This data is from Reaction yield outcomes from USPTO patents with 853,638 reactions. The task is: Predict the reaction yield, written as a fraction of the theoretical maximum amount of product (1.0 means a 100% yield; for example, 0.34 means a 34% yield). (1) The reactants are [F:1][C:2]([F:31])([F:30])[C:3]1[CH:4]=[C:5]([C:9]2[CH:10]=[CH:11][C:12]3[N:18]4[CH2:19][C@H:15]([CH2:16][CH2:17]4)[N:14]([C:20]([O:22]C4C=CC=CC=4)=O)[C:13]=3[N:29]=2)[CH:6]=[CH:7][CH:8]=1.[C:32]1([CH2:38][CH2:39][NH2:40])[CH:37]=[CH:36][CH:35]=[CH:34][CH:33]=1. The catalyst is CN(C1C=CN=CC=1)C.CC#N. The product is [CH2:39]([NH:40][C:20]([N:14]1[C@@H:15]2[CH2:19][N:18]([CH2:17][CH2:16]2)[C:12]2[CH:11]=[CH:10][C:9]([C:5]3[CH:6]=[CH:7][CH:8]=[C:3]([C:2]([F:1])([F:30])[F:31])[CH:4]=3)=[N:29][C:13]1=2)=[O:22])[CH2:38][C:32]1[CH:37]=[CH:36][CH:35]=[CH:34][CH:33]=1. The yield is 0.180. (2) The reactants are C(=O)([O-])[O-].[K+].[K+].F[C:8]1[CH:13]=[CH:12][C:11]([N+:14]([O-:16])=[O:15])=[C:10]([O:17][CH3:18])[CH:9]=1.[NH:19]1[CH2:24][CH2:23][CH:22]([OH:25])[CH2:21][CH2:20]1.O. The catalyst is CS(C)=O. The product is [CH3:18][O:17][C:10]1[CH:9]=[C:8]([N:19]2[CH2:24][CH2:23][CH:22]([OH:25])[CH2:21][CH2:20]2)[CH:13]=[CH:12][C:11]=1[N+:14]([O-:16])=[O:15]. The yield is 0.950. (3) The reactants are C(O)C.Cl[CH2:5][CH2:6][CH2:7][CH2:8][CH2:9][O:10][C:11]1[CH:16]=[CH:15][C:14]([CH3:17])=[C:13]([S:18][CH2:19][C:20]([F:23])([F:22])[F:21])[CH:12]=1.[S-:24][C:25]#[N:26].[K+].[I-].[K+]. The catalyst is C(OCC)(=O)C.CCCCCC. The product is [S:24]([CH2:5][CH2:6][CH2:7][CH2:8][CH2:9][O:10][C:11]1[CH:16]=[CH:15][C:14]([CH3:17])=[C:13]([S:18][CH2:19][C:20]([F:23])([F:22])[F:21])[CH:12]=1)[C:25]#[N:26]. The yield is 0.840. (4) The reactants are C(O[BH-](OC(=O)C)OC(=O)C)(=O)C.[Na+].[Cl:15][C:16]1[C:17]([CH:29]=O)=[N:18][CH:19]=[C:20]([N:22]2[CH2:27][CH2:26][CH2:25][CH2:24][CH:23]2[CH3:28])[N:21]=1.[CH2:31]([NH:38][CH2:39][CH2:40][OH:41])[C:32]1[CH:37]=[CH:36][CH:35]=[CH:34][CH:33]=1.C(=O)([O-])O.[Na+]. The catalyst is C(#N)C.C(O)(=O)C. The product is [CH2:31]([N:38]([CH2:29][C:17]1[C:16]([Cl:15])=[N:21][C:20]([N:22]2[CH2:27][CH2:26][CH2:25][CH2:24][CH:23]2[CH3:28])=[CH:19][N:18]=1)[CH2:39][CH2:40][OH:41])[C:32]1[CH:37]=[CH:36][CH:35]=[CH:34][CH:33]=1. The yield is 0.890.